From a dataset of Forward reaction prediction with 1.9M reactions from USPTO patents (1976-2016). Predict the product of the given reaction. Given the reactants [Cl:1][C:2]1[CH:7]=[CH:6][C:5]([C:8]2[N:9]([CH2:14][C@H:15]([OH:20])[C:16]([F:19])([F:18])[F:17])[C:10](=[O:13])[NH:11][N:12]=2)=[CH:4][CH:3]=1.C(=O)([O-])[O-].[Cs+].[Cs+].Br[CH2:28][C:29]1[S:30][C:31]([C:34]2[CH:39]=[CH:38][CH:37]=[CH:36][C:35]=2[Cl:40])=[N:32][N:33]=1, predict the reaction product. The product is: [Cl:1][C:2]1[CH:7]=[CH:6][C:5]([C:8]2[N:9]([CH2:14][C@H:15]([OH:20])[C:16]([F:18])([F:19])[F:17])[C:10](=[O:13])[N:11]([CH2:28][C:29]3[S:30][C:31]([C:34]4[CH:39]=[CH:38][CH:37]=[CH:36][C:35]=4[Cl:40])=[N:32][N:33]=3)[N:12]=2)=[CH:4][CH:3]=1.